From a dataset of Catalyst prediction with 721,799 reactions and 888 catalyst types from USPTO. Predict which catalyst facilitates the given reaction. Reactant: [CH3:1][N:2]([CH2:4][C:5]1[CH:6]=[C:7]([C:12]2[CH:13]=[C:14]([C:25](O)=[O:26])[C:15]3[C:16]([CH3:24])=[CH:17][N:18]([CH:21]([CH3:23])[CH3:22])[C:19]=3[CH:20]=2)[CH:8]=[CH:9][C:10]=1[F:11])[CH3:3].Cl.[NH2:29][CH2:30][C:31]1[C:32](=[O:39])[NH:33][C:34]([CH3:38])=[CH:35][C:36]=1[CH3:37].C1C=NC2N(O)N=NC=2C=1.CN1CCOCC1.C(Cl)CCl. Product: [CH3:1][N:2]([CH2:4][C:5]1[CH:6]=[C:7]([C:12]2[CH:13]=[C:14]([C:25]([NH:29][CH2:30][C:31]3[C:32](=[O:39])[NH:33][C:34]([CH3:38])=[CH:35][C:36]=3[CH3:37])=[O:26])[C:15]3[C:16]([CH3:24])=[CH:17][N:18]([CH:21]([CH3:22])[CH3:23])[C:19]=3[CH:20]=2)[CH:8]=[CH:9][C:10]=1[F:11])[CH3:3]. The catalyst class is: 3.